From a dataset of CYP1A2 inhibition data for predicting drug metabolism from PubChem BioAssay. Regression/Classification. Given a drug SMILES string, predict its absorption, distribution, metabolism, or excretion properties. Task type varies by dataset: regression for continuous measurements (e.g., permeability, clearance, half-life) or binary classification for categorical outcomes (e.g., BBB penetration, CYP inhibition). Dataset: cyp1a2_veith. (1) The result is 1 (inhibitor). The molecule is CN1CCN(c2cc(-c3ccccc3C(F)(F)F)ncn2)CC1. (2) The drug is O=C(c1ccccc1)c1ccc2nc(-c3ccc(NC(=O)c4ccccc4Br)cc3)[nH]c2c1. The result is 1 (inhibitor). (3) The drug is C[C@]12CC[C@@H]3C(=CCc4cc(O)ccc43)[C@@H]1CCC2=O. The result is 1 (inhibitor). (4) The compound is CCOC(=O)CSC1=C(C#N)C(c2ccccc2F)C(C(C)=O)=C(C)N1. The result is 1 (inhibitor). (5) The result is 0 (non-inhibitor). The molecule is COc1ccc(C(C(=O)Nc2ccc(F)cc2)N(C(=O)Cn2nnc3ccccc32)C2CC2)cc1.